From a dataset of Reaction yield outcomes from USPTO patents with 853,638 reactions. Predict the reaction yield, written as a fraction of the theoretical maximum amount of product (1.0 means a 100% yield; for example, 0.34 means a 34% yield). (1) The reactants are [CH3:1][O:2][C:3]([C:5]1[C:9]([CH3:10])=[C:8]([C:11]2[CH:16]=[CH:15][CH:14]=[CH:13][C:12]=2[C:17]([F:20])([F:19])[F:18])[NH:7][CH:6]=1)=[O:4].[CH3:21][Si]([N-][Si](C)(C)C)(C)C.[Li+].IC. The catalyst is C1COCC1. The product is [CH3:1][O:2][C:3]([C:5]1[C:9]([CH3:10])=[C:8]([C:11]2[CH:16]=[CH:15][CH:14]=[CH:13][C:12]=2[C:17]([F:20])([F:19])[F:18])[N:7]([CH3:21])[CH:6]=1)=[O:4]. The yield is 0.920. (2) The reactants are [OH:1][C:2]1[CH:10]=[CH:9][C:5]([C:6]([OH:8])=[O:7])=[CH:4][CH:3]=1.Cl[CH2:12][CH2:13][O:14][CH3:15].[OH-].[K+].Cl. The catalyst is C(O)C.O. The product is [CH3:15][O:14][CH2:13][CH2:12][O:1][C:2]1[CH:10]=[CH:9][C:5]([C:6]([OH:8])=[O:7])=[CH:4][CH:3]=1. The yield is 0.540. (3) The reactants are [CH2:1]1[C:9]2[C:4](=[CH:5][CH:6]=[CH:7][CH:8]=2)[CH2:3][CH:2]1[NH:10][C:11]1[N:12]=[CH:13][C:14]2[CH2:20][N:19]([C:21]([C:23]3[N:24]=[N:25][C:26]([C:29]#[C:30][Si](C)(C)C)=[CH:27][CH:28]=3)=[O:22])[CH2:18][CH2:17][C:15]=2[N:16]=1.[C:35](=[O:38])([O-])[O-].[K+].[K+].[CH3:41][OH:42]. No catalyst specified. The product is [CH3:41][O:42][CH:30]([O:38][CH3:35])[CH2:29][C:26]1[N:25]=[N:24][C:23]([C:21]([N:19]2[CH2:18][CH2:17][C:15]3[N:16]=[C:11]([NH:10][CH:2]4[CH2:3][C:4]5[C:9](=[CH:8][CH:7]=[CH:6][CH:5]=5)[CH2:1]4)[N:12]=[CH:13][C:14]=3[CH2:20]2)=[O:22])=[CH:28][CH:27]=1. The yield is 0.160. (4) The product is [CH3:25][S:22]([C:18]1[CH:17]=[C:16]([C:13]2[S:12][C:11]([C:9]3[N:8]([C:26]4[CH:31]=[CH:30][CH:29]=[CH:28][C:27]=4[C:32]([F:33])([F:34])[F:35])[N:7]=[C:6]([C:4]([OH:5])=[O:3])[CH:10]=3)=[CH:15][CH:14]=2)[CH:21]=[CH:20][CH:19]=1)(=[O:24])=[O:23]. The reactants are C([O:3][C:4]([C:6]1[CH:10]=[C:9]([C:11]2[S:12][C:13]([C:16]3[CH:21]=[CH:20][CH:19]=[C:18]([S:22]([CH3:25])(=[O:24])=[O:23])[CH:17]=3)=[CH:14][CH:15]=2)[N:8]([C:26]2[CH:31]=[CH:30][CH:29]=[CH:28][C:27]=2[C:32]([F:35])([F:34])[F:33])[N:7]=1)=[O:5])C.[OH-].[Na+].CO. The catalyst is CCOC(C)=O. The yield is 0.550.